The task is: Predict the reactants needed to synthesize the given product.. This data is from Full USPTO retrosynthesis dataset with 1.9M reactions from patents (1976-2016). Given the product [N:31]1([CH2:30][CH2:29][O:1][C:2]2[CH:7]=[CH:6][N:5]3[N:8]=[C:9]([C:21]4[CH:22]=[CH:23][CH:24]=[CH:25][CH:26]=4)[C:10]([C:11]4[CH:12]=[CH:13][C:14](=[O:20])[N:15]([CH:17]([CH3:19])[CH3:18])[N:16]=4)=[C:4]3[CH:3]=2)[CH2:36][CH2:35][O:34][CH2:33][CH2:32]1, predict the reactants needed to synthesize it. The reactants are: [OH:1][C:2]1[CH:7]=[CH:6][N:5]2[N:8]=[C:9]([C:21]3[CH:26]=[CH:25][CH:24]=[CH:23][CH:22]=3)[C:10]([C:11]3[CH:12]=[CH:13][C:14](=[O:20])[N:15]([CH:17]([CH3:19])[CH3:18])[N:16]=3)=[C:4]2[CH:3]=1.Cl.Cl[CH2:29][CH2:30][N:31]1[CH2:36][CH2:35][O:34][CH2:33][CH2:32]1.C([O-])([O-])=O.[K+].[K+].O.